Dataset: Forward reaction prediction with 1.9M reactions from USPTO patents (1976-2016). Task: Predict the product of the given reaction. (1) Given the reactants [OH:1][C:2]1[C:9]([O:10][CH3:11])=[CH:8][C:5]([CH:6]=[O:7])=[CH:4][C:3]=1[O:12][CH3:13].C([O-])([O-])=O.[Cs+].[Cs+].[CH2:20](Br)[C:21]([CH3:24])([CH3:23])[CH3:22].O, predict the reaction product. The product is: [CH3:13][O:12][C:3]1[CH:4]=[C:5]([CH:8]=[C:9]([O:10][CH3:11])[C:2]=1[O:1][CH2:20][C:21]([CH3:24])([CH3:23])[CH3:22])[CH:6]=[O:7]. (2) Given the reactants C([Li])CCC.[CH3:6][C:7]1([CH3:23])[O:11][CH:10]([CH2:12][O:13][C:14]2[CH:22]=[CH:21][C:17]3[CH:18]=[CH:19][S:20][C:16]=3[CH:15]=2)[CH2:9][O:8]1.[B:24](OC(C)C)([O:29]C(C)C)[O:25]C(C)C.O, predict the reaction product. The product is: [CH3:6][C:7]1([CH3:23])[O:11][CH:10]([CH2:12][O:13][C:14]2[CH:22]=[CH:21][C:17]3[CH:18]=[C:19]([B:24]([OH:29])[OH:25])[S:20][C:16]=3[CH:15]=2)[CH2:9][O:8]1. (3) Given the reactants [OH:1][C:2]1[CH:3]=[C:4]([CH:9]=[C:10]([OH:13])[C:11]=1[OH:12])[C:5]([O:7][CH3:8])=[O:6], predict the reaction product. The product is: [OH:1][C:2]1[CH:3]=[C:4]([CH:9]=[C:10]([OH:13])[C:11]=1[OH:12])[C:5]([O:7][CH2:8][CH2:5][CH2:4][CH2:3][CH2:2][CH2:11][CH2:10][CH3:9])=[O:6]. (4) Given the reactants [Cl:1][C:2]1[CH:15]=[CH:14][C:5]([CH2:6][N:7]2[CH2:12][CH2:11][CH:10]([NH2:13])[CH2:9][CH2:8]2)=[CH:4][C:3]=1[O:16][CH2:17][CH3:18].[C:19]([C:23]1[CH:31]=[CH:30][C:26]([C:27](O)=[O:28])=[CH:25][CH:24]=1)([CH3:22])([CH3:21])[CH3:20], predict the reaction product. The product is: [C:19]([C:23]1[CH:24]=[CH:25][C:26]([C:27]([NH:13][CH:10]2[CH2:11][CH2:12][N:7]([CH2:6][C:5]3[CH:14]=[CH:15][C:2]([Cl:1])=[C:3]([O:16][CH2:17][CH3:18])[CH:4]=3)[CH2:8][CH2:9]2)=[O:28])=[CH:30][CH:31]=1)([CH3:22])([CH3:20])[CH3:21]. (5) Given the reactants [Cl:1][C:2]1[CH:10]=[C:9]2[C:5]([CH:6]=[CH:7][N:8]2[CH2:11][O:12][CH2:13][CH2:14][Si:15]([CH3:18])([CH3:17])[CH3:16])=[C:4]([N+:19]([O-])=O)[CH:3]=1, predict the reaction product. The product is: [Cl:1][C:2]1[CH:3]=[C:4]([NH2:19])[C:5]2[CH:6]=[CH:7][N:8]([CH2:11][O:12][CH2:13][CH2:14][Si:15]([CH3:17])([CH3:16])[CH3:18])[C:9]=2[CH:10]=1. (6) Given the reactants C([O:3][C:4](=[O:22])[C@@H:5]([O:20][CH3:21])[CH2:6][C:7]1[CH:12]=[CH:11][C:10]([O:13][C:14]([C:17]([OH:19])=O)([CH3:16])[CH3:15])=[CH:9][CH:8]=1)C.[F:23][C:24]([F:35])([F:34])[C:25]1[CH:26]=[C:27]([CH2:31][CH2:32][NH2:33])[CH:28]=[CH:29][CH:30]=1.C(O[C@@H](CC1C=CC(O[C@@H](C(=O)NCCC2C=CC(OC3C=CC=CC=3)=CC=2)C)=CC=1)C(O)=O)C, predict the reaction product. The product is: [CH3:21][O:20][CH:5]([CH2:6][C:7]1[CH:8]=[CH:9][C:10]([O:13][C:14]([CH3:15])([C:17](=[O:19])[NH:33][CH2:32][CH2:31][C:27]2[CH:28]=[CH:29][CH:30]=[C:25]([C:24]([F:23])([F:34])[F:35])[CH:26]=2)[CH3:16])=[CH:11][CH:12]=1)[C:4]([OH:3])=[O:22]. (7) Given the reactants [OH:1]/[N:2]=[C:3](/[C:5]1[CH:10]=[CH:9][C:8]([NH:11][C:12]([N:14]2[CH2:22][C:21]3[C:16](=[CH:17][CH:18]=[CH:19][CH:20]=3)[CH2:15]2)=[O:13])=[CH:7][CH:6]=1)\[NH2:4].C(=O)([O-])[O-].[K+].[K+].[Cl:29][CH2:30][C:31](Cl)=O, predict the reaction product. The product is: [Cl:29][CH2:30][C:31]1[O:1][N:2]=[C:3]([C:5]2[CH:10]=[CH:9][C:8]([NH:11][C:12]([N:14]3[CH2:15][C:16]4[C:21](=[CH:20][CH:19]=[CH:18][CH:17]=4)[CH2:22]3)=[O:13])=[CH:7][CH:6]=2)[N:4]=1. (8) Given the reactants Cl[CH2:2][CH2:3][N:4]([CH3:32])[C:5]([C:7]1[S:19][C:18]2[C:17]3[CH:16]=[CH:15][CH:14]=[CH:13][C:12]=3[N:11]([CH2:20][C:21](=[O:28])[C:22]3[CH:27]=[CH:26][CH:25]=[CH:24][CH:23]=3)[C:10](=[O:29])[C:9]=2[C:8]=1[O:30][CH3:31])=[O:6].C(NC([OH:38])C)C.[CH:39]([N:42](C(C)C)[CH2:43][CH3:44])(C)[CH3:40].[I-].[Na+], predict the reaction product. The product is: [CH2:39]([N:42]([CH2:43][CH2:44][OH:38])[CH2:2][CH2:3][N:4]([CH3:32])[C:5]([C:7]1[S:19][C:18]2[C:17]3[CH:16]=[CH:15][CH:14]=[CH:13][C:12]=3[N:11]([CH2:20][C:21](=[O:28])[C:22]3[CH:27]=[CH:26][CH:25]=[CH:24][CH:23]=3)[C:10](=[O:29])[C:9]=2[C:8]=1[O:30][CH3:31])=[O:6])[CH3:40].